Dataset: Full USPTO retrosynthesis dataset with 1.9M reactions from patents (1976-2016). Task: Predict the reactants needed to synthesize the given product. (1) Given the product [CH3:3][C:2]([C:6]1[CH:10]=[C:9]([NH:11][C:25](=[O:26])[O:27][C:28]2[CH:33]=[CH:32][CH:31]=[CH:30][CH:29]=2)[N:8]([C:12]2[CH:13]=[CH:14][C:15]([CH3:18])=[CH:16][CH:17]=2)[N:7]=1)([C:4]#[CH:5])[CH3:1], predict the reactants needed to synthesize it. The reactants are: [CH3:1][C:2]([C:6]1[CH:10]=[C:9]([NH2:11])[N:8]([C:12]2[CH:17]=[CH:16][C:15]([CH3:18])=[CH:14][CH:13]=2)[N:7]=1)([C:4]#[CH:5])[CH3:3].C(=O)(O)[O-].[Na+].Cl[C:25]([O:27][C:28]1[CH:33]=[CH:32][CH:31]=[CH:30][CH:29]=1)=[O:26]. (2) Given the product [CH2:22]([NH:29][C:6]1[C:5]([CH3:16])=[C:4]([C:17]2[O:18][CH:19]=[CH:20][CH:21]=2)[N:3]=[C:2]([NH2:1])[N:7]=1)[C:23]1[CH:28]=[CH:27][CH:26]=[CH:25][CH:24]=1, predict the reactants needed to synthesize it. The reactants are: [NH2:1][C:2]1[N:7]=[C:6](OS(C(F)(F)F)(=O)=O)[C:5]([CH3:16])=[C:4]([C:17]2[O:18][CH:19]=[CH:20][CH:21]=2)[N:3]=1.[CH2:22]([NH2:29])[C:23]1[CH:28]=[CH:27][CH:26]=[CH:25][CH:24]=1.O. (3) Given the product [C:16]([O:15][C:13]([N:1]([C:13]([O:15][C:16]([CH3:19])([CH3:18])[CH3:17])=[O:14])[C:2]1[CH:11]=[CH:10][C:5]([C:6]([O:8][CH3:9])=[O:7])=[CH:4][C:3]=1[Br:12])=[O:14])([CH3:19])([CH3:18])[CH3:17], predict the reactants needed to synthesize it. The reactants are: [NH2:1][C:2]1[CH:11]=[CH:10][C:5]([C:6]([O:8][CH3:9])=[O:7])=[CH:4][C:3]=1[Br:12].[C:13](O[C:13]([O:15][C:16]([CH3:19])([CH3:18])[CH3:17])=[O:14])([O:15][C:16]([CH3:19])([CH3:18])[CH3:17])=[O:14]. (4) Given the product [Br:1][C:2]1[CH:3]=[C:4]([NH:13][CH:14]([CH3:16])[CH3:15])[C:5]([CH3:12])=[C:6]([CH:11]=1)[C:7]([OH:9])=[O:8], predict the reactants needed to synthesize it. The reactants are: [Br:1][C:2]1[CH:3]=[C:4]([NH:13][CH:14]([CH3:16])[CH3:15])[C:5]([CH3:12])=[C:6]([CH:11]=1)[C:7]([O:9]C)=[O:8].CO.[OH-].[Na+]. (5) Given the product [Br:7][C:8]1[CH:13]=[N:12][CH:11]=[C:10]([C:14]2[NH:22][C:16]([CH:19]([F:21])[F:20])=[N:17][N:18]=2)[CH:9]=1, predict the reactants needed to synthesize it. The reactants are: FC(F)C(O)=O.[Br:7][C:8]1[CH:9]=[C:10]([C:14]2O[C:16]([CH:19]([F:21])[F:20])=[N:17][N:18]=2)[CH:11]=[N:12][CH:13]=1.[NH3:22]. (6) Given the product [Cl:24][C:20]1[CH:19]=[C:18]([C:15]2[CH:14]=[CH:13][C:12]([CH2:11][C@H:10]([O:25][C@H:26]([C:28]([O:30][CH2:31][CH3:32])=[O:29])[CH3:27])[C:9]([OH:33])=[O:8])=[CH:17][CH:16]=2)[CH:23]=[CH:22][CH:21]=1, predict the reactants needed to synthesize it. The reactants are: C([O:8][C:9](=[O:33])[C@@H:10]([O:25][C@H:26]([C:28]([O:30][CH2:31][CH3:32])=[O:29])[CH3:27])[CH2:11][C:12]1[CH:17]=[CH:16][C:15]([C:18]2[CH:23]=[CH:22][CH:21]=[C:20]([Cl:24])[CH:19]=2)=[CH:14][CH:13]=1)C1C=CC=CC=1. (7) The reactants are: [H-].[Al+3].[Li+].[H-].[H-].[H-].[CH:7]1([NH:13][C:14](=O)[CH2:15][CH2:16][C:17]([F:20])([F:19])[F:18])[CH2:12][CH2:11][CH2:10][CH2:9][CH2:8]1. Given the product [F:18][C:17]([F:19])([F:20])[CH2:16][CH2:15][CH2:14][NH:13][CH:7]1[CH2:12][CH2:11][CH2:10][CH2:9][CH2:8]1, predict the reactants needed to synthesize it. (8) The reactants are: Cl[C:2]1[C:7]([CH2:8][NH:9][C:10]2[C:15]([F:16])=[C:14]([O:17][CH3:18])[CH:13]=[C:12]([O:19][CH3:20])[C:11]=2[F:21])=[CH:6][N:5]=[C:4]2[N:22]([CH2:25][C:26]3[CH:31]=[CH:30][C:29]([O:32][CH3:33])=[CH:28][CH:27]=3)[N:23]=[CH:24][C:3]=12.[CH3:34][N:35]1[CH:39]=[C:38]([NH2:40])[CH:37]=[N:36]1.C(=O)([O-])[O-].[Cs+].[Cs+].CC1(C)C2C=CC=C(P(C3C=CC=CC=3)C3C=CC=CC=3)C=2OC2C1=CC=CC=2P(C1C=CC=CC=1)C1C=CC=CC=1. Given the product [F:21][C:11]1[C:12]([O:19][CH3:20])=[CH:13][C:14]([O:17][CH3:18])=[C:15]([F:16])[C:10]=1[NH:9][CH2:8][C:7]1[CH:6]=[N:5][C:4]2[N:22]([CH2:25][C:26]3[CH:31]=[CH:30][C:29]([O:32][CH3:33])=[CH:28][CH:27]=3)[N:23]=[CH:24][C:3]=2[C:2]=1[NH:40][C:38]1[CH:37]=[N:36][N:35]([CH3:34])[CH:39]=1, predict the reactants needed to synthesize it.